From a dataset of Forward reaction prediction with 1.9M reactions from USPTO patents (1976-2016). Predict the product of the given reaction. (1) Given the reactants Cl[N:2]1C(=O)CCC1=O.[Br:9][C:10]1[CH:18]=[C:17]([Cl:19])[CH:16]=[C:15]([F:20])[C:11]=1[CH:12]=[N:13][OH:14].[NH4+].[OH-].CCOC(C)=O, predict the reaction product. The product is: [Br:9][C:10]1[CH:18]=[C:17]([Cl:19])[CH:16]=[C:15]([F:20])[C:11]=1[C:12]([NH:13][OH:14])=[NH:2]. (2) Given the reactants [C:1]([O:5][C:6]([N:8]1[CH2:13][CH2:12][N:11]([C:14]2[C:19]([O:20][C:21]([F:24])([F:23])[F:22])=[CH:18][C:17]([C:25]([O:27]CC)=[O:26])=[CH:16][C:15]=2[Cl:30])[CH2:10][CH2:9]1)=[O:7])([CH3:4])([CH3:3])[CH3:2].C(OC(N1CCN(CC2C=CC(C(O)=O)=CC=2C(F)(F)F)CC1)=O)(C)(C)C, predict the reaction product. The product is: [C:1]([O:5][C:6]([N:8]1[CH2:9][CH2:10][N:11]([C:14]2[C:19]([O:20][C:21]([F:23])([F:22])[F:24])=[CH:18][C:17]([C:25]([OH:27])=[O:26])=[CH:16][C:15]=2[Cl:30])[CH2:12][CH2:13]1)=[O:7])([CH3:4])([CH3:2])[CH3:3].